This data is from Forward reaction prediction with 1.9M reactions from USPTO patents (1976-2016). The task is: Predict the product of the given reaction. (1) Given the reactants C(OC([N:8]1[CH2:13][CH2:12][C:11]([CH2:30][CH2:31][O:32][C:33](=[O:35])[CH3:34])([S:14][C:15]2[CH:20]=[C:19]([C:21]([CH3:24])([CH3:23])[CH3:22])[C:18]([OH:25])=[C:17]([C:26]([CH3:29])([CH3:28])[CH3:27])[CH:16]=2)[CH2:10][CH2:9]1)=O)(C)(C)C.[ClH:36], predict the reaction product. The product is: [ClH:36].[C:26]([C:17]1[CH:16]=[C:15]([S:14][C:11]2([CH2:30][CH2:31][O:32][C:33](=[O:35])[CH3:34])[CH2:10][CH2:9][NH:8][CH2:13][CH2:12]2)[CH:20]=[C:19]([C:21]([CH3:24])([CH3:23])[CH3:22])[C:18]=1[OH:25])([CH3:27])([CH3:28])[CH3:29]. (2) Given the reactants [CH2:1]1[C:9]2[C:4](=[CH:5][C:6]([CH:10]([OH:31])[CH2:11][CH2:12][N:13]3[CH2:18][CH2:17][CH:16]([C:19]4[CH:20]=[C:21]([NH:25][C:26](=[O:30])[CH:27]([CH3:29])[CH3:28])[CH:22]=[CH:23][CH:24]=4)[CH2:15][CH2:14]3)=[CH:7][CH:8]=2)[CH2:3][CH2:2]1.[C:32]([C:35]1[CH:36]=[C:37](O)[CH:38]=[CH:39][CH:40]=1)(=[O:34])[CH3:33], predict the reaction product. The product is: [C:32]([C:35]1[CH:40]=[C:39]([CH:38]=[CH:37][CH:36]=1)[O:31][CH:10]([C:6]1[CH:5]=[C:4]2[C:9](=[CH:8][CH:7]=1)[CH2:1][CH2:2][CH2:3]2)[CH2:11][CH2:12][N:13]1[CH2:14][CH2:15][CH:16]([C:19]2[CH:20]=[C:21]([NH:25][C:26](=[O:30])[CH:27]([CH3:28])[CH3:29])[CH:22]=[CH:23][CH:24]=2)[CH2:17][CH2:18]1)(=[O:34])[CH3:33]. (3) Given the reactants [Cl:1][C:2]1[CH:7]=[C:6]([Cl:8])[CH:5]=[CH:4][C:3]=1[CH2:9][C@@H:10]([NH:25][C:26](=[O:32])[O:27][C:28]([CH3:31])([CH3:30])[CH3:29])[C:11]([N:13]1[CH2:21][C:20]2[C:15](=[CH:16][CH:17]=[C:18]([N+:22]([O-])=O)[CH:19]=2)[CH2:14]1)=[O:12].[H][H], predict the reaction product. The product is: [NH2:22][C:18]1[CH:19]=[C:20]2[C:15](=[CH:16][CH:17]=1)[CH2:14][N:13]([C:11](=[O:12])[C@H:10]([NH:25][C:26](=[O:32])[O:27][C:28]([CH3:29])([CH3:30])[CH3:31])[CH2:9][C:3]1[CH:4]=[CH:5][C:6]([Cl:8])=[CH:7][C:2]=1[Cl:1])[CH2:21]2.